From a dataset of Catalyst prediction with 721,799 reactions and 888 catalyst types from USPTO. Predict which catalyst facilitates the given reaction. Reactant: C(N(CC)CC)C.[NH2:8][CH:9]1[CH2:15][CH2:14][CH:13]([C:16]2[CH:21]=[CH:20][CH:19]=[CH:18][CH:17]=2)[CH2:12][N:11]([CH2:22][CH:23]2[CH2:25][CH2:24]2)[C:10]1=[O:26].Cl[C:28](OC1C=CC([N+]([O-])=O)=CC=1)=[O:29].[Cl-].[O:41]=[C:42]1[NH:46][C:45]([C:47]2[CH:52]=[CH:51][CH:50]=[CH:49][CH:48]=2)=[CH:44][N:43]1[CH:53]1[CH2:58][CH2:57][NH2+:56][CH2:55][CH2:54]1. Product: [CH:23]1([CH2:22][N:11]2[CH2:12][C@@H:13]([C:16]3[CH:21]=[CH:20][CH:19]=[CH:18][CH:17]=3)[CH2:14][CH2:15][C@H:9]([NH:8][C:28]([N:56]3[CH2:57][CH2:58][CH:53]([N:43]4[CH:44]=[C:45]([C:47]5[CH:48]=[CH:49][CH:50]=[CH:51][CH:52]=5)[NH:46][C:42]4=[O:41])[CH2:54][CH2:55]3)=[O:29])[C:10]2=[O:26])[CH2:25][CH2:24]1. The catalyst class is: 7.